This data is from Forward reaction prediction with 1.9M reactions from USPTO patents (1976-2016). The task is: Predict the product of the given reaction. (1) Given the reactants [NH:1]1[CH2:9][CH2:8][CH:4]([C:5]([OH:7])=[O:6])[CH2:3][CH2:2]1.C([O-])(O)=O.[Na+].[O:15](C(OC(C)(C)C)=O)[C:16]([O:18][C:19]([CH3:22])([CH3:21])[CH3:20])=O.Cl, predict the reaction product. The product is: [C:19]([O:18][C:16]([N:1]1[CH2:9][CH2:8][CH:4]([C:5]([OH:7])=[O:6])[CH2:3][CH2:2]1)=[O:15])([CH3:22])([CH3:21])[CH3:20]. (2) Given the reactants B(Br)(Br)Br.[Cl:5][C:6]1[CH:11]=[CH:10][C:9]([CH2:12][C:13]([C:15]2[CH:20]=[C:19]([O:21]C)[CH:18]=[CH:17][C:16]=2[O:23]C)=[O:14])=[CH:8][C:7]=1[F:25].CO, predict the reaction product. The product is: [Cl:5][C:6]1[CH:11]=[CH:10][C:9]([CH2:12][C:13]([C:15]2[CH:20]=[C:19]([OH:21])[CH:18]=[CH:17][C:16]=2[OH:23])=[O:14])=[CH:8][C:7]=1[F:25]. (3) Given the reactants C(OC([N:8]1[CH2:13][CH2:12][CH:11]([NH:14][C:15]([N:17]2[C@@:21]([C:23]3[CH:28]=[CH:27][C:26]([Cl:29])=[CH:25][CH:24]=3)([CH3:22])[C@@:20]([C:31]3[CH:36]=[CH:35][C:34]([Cl:37])=[CH:33][CH:32]=3)([CH3:30])[N:19]=[C:18]2[C:38]2[CH:39]=[N:40][C:41]([C:47]([CH3:50])([CH3:49])[CH3:48])=[CH:42][C:43]=2[O:44][CH2:45][CH3:46])=[O:16])[CH2:10][CH2:9]1)=O)(C)(C)C.FC(F)(F)C(O)=O, predict the reaction product. The product is: [NH:8]1[CH2:9][CH2:10][CH:11]([NH:14][C:15]([N:17]2[C@@:21]([C:23]3[CH:28]=[CH:27][C:26]([Cl:29])=[CH:25][CH:24]=3)([CH3:22])[C@@:20]([C:31]3[CH:36]=[CH:35][C:34]([Cl:37])=[CH:33][CH:32]=3)([CH3:30])[N:19]=[C:18]2[C:38]2[CH:39]=[N:40][C:41]([C:47]([CH3:48])([CH3:50])[CH3:49])=[CH:42][C:43]=2[O:44][CH2:45][CH3:46])=[O:16])[CH2:12][CH2:13]1. (4) The product is: [Cl:1][C:2]1[C:3]([O:12][C:13]2[CH:18]=[C:17]([O:19][CH2:20][CH2:21][O:22][CH3:23])[CH:16]=[CH:15][C:14]=2/[CH:24]=[CH:25]/[C:26]([NH:47][S:44]([CH2:43][C:42]([F:49])([F:48])[F:41])(=[O:46])=[O:45])=[O:27])=[N:4][CH:5]=[C:6]([C:8]([F:11])([F:9])[F:10])[CH:7]=1. Given the reactants [Cl:1][C:2]1[C:3]([O:12][C:13]2[CH:18]=[C:17]([O:19][CH2:20][CH2:21][O:22][CH3:23])[CH:16]=[CH:15][C:14]=2/[CH:24]=[CH:25]/[C:26](O)=[O:27])=[N:4][CH:5]=[C:6]([C:8]([F:11])([F:10])[F:9])[CH:7]=1.Cl.C(N=C=NCCCN(C)C)C.[F:41][C:42]([F:49])([F:48])[CH2:43][S:44]([NH2:47])(=[O:46])=[O:45].Cl, predict the reaction product.